Predict the product of the given reaction. From a dataset of Forward reaction prediction with 1.9M reactions from USPTO patents (1976-2016). (1) The product is: [F:31][C:22]1[CH:21]=[C:20]([C@:10]2([NH:9][C:7]([C:5]3[O:6][CH:2]=[CH:3][CH:4]=3)=[O:8])[C:15]3=[N:16][CH:17]=[CH:18][CH:19]=[C:14]3[O:13][CH2:12][CH2:11]2)[CH:25]=[CH:24][C:23]=1[O:26][C:27]([F:30])([F:28])[F:29]. Given the reactants Br[C:2]1[O:6][C:5]([C:7]([NH:9][C@@:10]2([C:20]3[CH:25]=[CH:24][C:23]([O:26][C:27]([F:30])([F:29])[F:28])=[C:22]([F:31])[CH:21]=3)[C:15]3=[N:16][CH:17]=[CH:18][CH:19]=[C:14]3[O:13][CH2:12][CH2:11]2)=[O:8])=[CH:4][CH:3]=1.C([O-])([O-])=O.[K+].[K+].CC1(C)C2C=CC=C(P(C3C=CC=CC=3)C3C=CC=CC=3)C=2OC2C1=CC=CC=2P(C1C=CC=CC=1)C1C=CC=CC=1.N#N.O, predict the reaction product. (2) Given the reactants [OH:1][C:2]([CH2:4][C:5]1[C:6](=[O:17])[CH2:7][CH:8]([O:10]C2CCCCO2)[CH:9]=1)=[O:3].[CH:18]1[C:27]2[C:22](=[CH:23][CH:24]=[CH:25][CH:26]=2)[CH:21]=[CH:20][C:19]=1O.C1(N=C=NC2CCCCC2)CCCCC1, predict the reaction product. The product is: [CH:26]1[C:27]2[C:22](=[CH:21][CH:20]=[CH:19][CH:18]=2)[CH:23]=[CH:24][C:25]=1[O:1][C:2]([CH2:4][C:5]1[C:6](=[O:17])[CH2:7][CH:8]([OH:10])[CH:9]=1)=[O:3]. (3) The product is: [F:12][C:13]1[CH:14]=[CH:15][C:16]([C:19]2[C:28]([CH2:29][C:30]3[CH:35]=[CH:34][C:33]([C:36]([F:37])([F:38])[F:39])=[CH:32][CH:31]=3)=[C:27]([CH:41]([CH3:42])[CH3:43])[CH:26]=[C:25]3[C:20]=2[C@@H:21]([OH:46])[CH2:22][C:23]([CH3:44])([CH3:45])[O:24]3)=[CH:17][CH:18]=1. Given the reactants N[C@@H]1C2C(=CC=CC=2)C[C@@H]1O.[F:12][C:13]1[CH:18]=[CH:17][C:16]([C:19]2[C:28]([C@@H:29](F)[C:30]3[CH:35]=[CH:34][C:33]([C:36]([F:39])([F:38])[F:37])=[CH:32][CH:31]=3)=[C:27]([CH:41]([CH3:43])[CH3:42])[CH:26]=[C:25]3[C:20]=2[C:21](=[O:46])[CH2:22][C:23]([CH3:45])([CH3:44])[O:24]3)=[CH:15][CH:14]=1.CO, predict the reaction product. (4) Given the reactants [C:1]([NH:8][C@H:9]1[CH2:14][CH2:13][C@H:12]([C:15]([OH:17])=O)[CH2:11][CH2:10]1)([O:3][C:4]([CH3:7])([CH3:6])[CH3:5])=[O:2].[Br:18][C:19]1[CH:26]=[CH:25][C:22]([NH:23][CH3:24])=[CH:21][CH:20]=1.CCN(CC)CC.CN(C(ON1N=NC2C=CC=NC1=2)=[N+](C)C)C.F[P-](F)(F)(F)(F)F, predict the reaction product. The product is: [C:4]([O:3][C:1](=[O:2])[NH:8][C@H:9]1[CH2:10][CH2:11][C@H:12]([C:15](=[O:17])[N:23]([C:22]2[CH:25]=[CH:26][C:19]([Br:18])=[CH:20][CH:21]=2)[CH3:24])[CH2:13][CH2:14]1)([CH3:5])([CH3:6])[CH3:7]. (5) Given the reactants [N:1]1[CH:6]=[CH:5][CH:4]=[CH:3][C:2]=1[NH2:7].[CH2:8]([N:15]1[CH2:20][CH2:19][CH:18]=[C:17]([CH2:21][CH2:22][C:23](O)=[O:24])[C:16]1=[O:26])[C:9]1[CH:14]=[CH:13][CH:12]=[CH:11][CH:10]=1, predict the reaction product. The product is: [CH2:8]([N:15]1[CH2:20][CH2:19][CH:18]=[C:17]([CH2:21][CH2:22][C:23]([NH:7][C:2]2[CH:3]=[CH:4][CH:5]=[CH:6][N:1]=2)=[O:24])[C:16]1=[O:26])[C:9]1[CH:10]=[CH:11][CH:12]=[CH:13][CH:14]=1. (6) The product is: [OH:1][CH2:2][C@H:3]1[CH2:8][CH2:7][C@H:6]([N:9]2[C:10]3[C:11]4[CH:21]=[CH:20][N:19]([CH2:22][O:23][CH2:24][CH2:25][Si:26]([CH3:29])([CH3:28])[CH3:27])[C:12]=4[N:13]=[CH:14][C:15]=3[C:16](=[O:17])[NH:18][C:39]2=[O:40])[CH2:5][CH2:4]1. Given the reactants [OH:1][CH2:2][C@H:3]1[CH2:8][CH2:7][C@H:6]([NH:9][C:10]2[C:15]([C:16]([NH2:18])=[O:17])=[CH:14][N:13]=[C:12]3[N:19]([CH2:22][O:23][CH2:24][CH2:25][Si:26]([CH3:29])([CH3:28])[CH3:27])[CH:20]=[CH:21][C:11]=23)[CH2:5][CH2:4]1.C(N(CC)C(C)C)(C)C.[C:39](N1C=CN=C1)(N1C=CN=C1)=[O:40].[OH-].[Na+], predict the reaction product. (7) Given the reactants [CH3:1][O:2][C:3](=[O:21])/[C:4](/[NH:10][C:11]1[CH:16]=[CH:15][C:14]([O:17][CH:18]([CH3:20])[CH3:19])=[CH:13][CH:12]=1)=[CH:5]/[C:6]([O:8][CH3:9])=[O:7].[C:22]1(=O)[CH:27]=[CH:26][C:25](=[O:28])[CH:24]=[CH:23]1.B(F)(F)F, predict the reaction product. The product is: [CH3:1][O:2][C:3]([C:4]1[N:10]([C:11]2[CH:12]=[CH:13][C:14]([O:17][CH:18]([CH3:19])[CH3:20])=[CH:15][CH:16]=2)[C:22]2[C:27]([C:5]=1[C:6]([O:8][CH3:9])=[O:7])=[CH:26][C:25]([OH:28])=[CH:24][CH:23]=2)=[O:21].